Task: Regression/Classification. Given a drug SMILES string, predict its absorption, distribution, metabolism, or excretion properties. Task type varies by dataset: regression for continuous measurements (e.g., permeability, clearance, half-life) or binary classification for categorical outcomes (e.g., BBB penetration, CYP inhibition). Dataset: hlm.. Dataset: Human liver microsome stability data (1) The compound is O=C(/C=C/c1ccc(CN(CCO)CCc2c[nH]c3ccccc23)cc1)NO. The result is 1 (stable in human liver microsomes). (2) The drug is CCS(=O)(=O)c1ccc2oc(-c3ccc4sccc4c3)nc2c1. The result is 0 (unstable in human liver microsomes). (3) The compound is O=C1CN(Cc2ccc(-c3cccc(CN4CCCCC4)n3)cc2)C(=O)N1C1CC1. The result is 0 (unstable in human liver microsomes). (4) The compound is COc1cccc(CNC(=O)c2c[nH]c3nc(-c4cn[nH]c4)ccc23)c1. The result is 1 (stable in human liver microsomes).